Dataset: Full USPTO retrosynthesis dataset with 1.9M reactions from patents (1976-2016). Task: Predict the reactants needed to synthesize the given product. Given the product [C:1]([O:5][C:6]([N:8]1[CH2:9][CH2:10][CH:11]([CH:14]([C:16]2[CH:21]=[CH:20][C:19]([Br:22])=[CH:18][CH:17]=2)[O:15][C:28]2[CH:29]=[CH:30][CH:31]=[C:26]([Cl:25])[N:27]=2)[CH2:12][CH2:13]1)=[O:7])([CH3:4])([CH3:2])[CH3:3], predict the reactants needed to synthesize it. The reactants are: [C:1]([O:5][C:6]([N:8]1[CH2:13][CH2:12][CH:11]([CH:14]([C:16]2[CH:21]=[CH:20][C:19]([Br:22])=[CH:18][CH:17]=2)[OH:15])[CH2:10][CH2:9]1)=[O:7])([CH3:4])([CH3:3])[CH3:2].[H-].[Na+].[Cl:25][C:26]1[CH:31]=[CH:30][CH:29]=[C:28](Cl)[N:27]=1.